From a dataset of Reaction yield outcomes from USPTO patents with 853,638 reactions. Predict the reaction yield, written as a fraction of the theoretical maximum amount of product (1.0 means a 100% yield; for example, 0.34 means a 34% yield). (1) The reactants are [O:1]=[S:2]1(=[O:30])[CH2:7][CH2:6][N:5]([C:8]([C:10]2[NH:11][C:12]3[C:17]([CH:18]=2)=[CH:16][C:15]([C:19]([N:21]2[CH2:26][CH2:25][N:24]([CH:27]([CH3:29])[CH3:28])[CH2:23][CH2:22]2)=[O:20])=[CH:14][CH:13]=3)=[O:9])[CH2:4][CH2:3]1.[F:31][C:32]([F:43])([F:42])[C:33]1[CH:38]=[CH:37][C:36](B(O)O)=[CH:35][CH:34]=1.N1C=CC=CC=1. The catalyst is ClCCl.C([O-])(=O)C.[Cu+2].C([O-])(=O)C. The product is [O:30]=[S:2]1(=[O:1])[CH2:7][CH2:6][N:5]([C:8]([C:10]2[N:11]([C:36]3[CH:37]=[CH:38][C:33]([C:32]([F:43])([F:42])[F:31])=[CH:34][CH:35]=3)[C:12]3[C:17]([CH:18]=2)=[CH:16][C:15]([C:19]([N:21]2[CH2:22][CH2:23][N:24]([CH:27]([CH3:28])[CH3:29])[CH2:25][CH2:26]2)=[O:20])=[CH:14][CH:13]=3)=[O:9])[CH2:4][CH2:3]1. The yield is 0.120. (2) The reactants are Br[C:2]1[CH:3]=[C:4]2[C:9](=[CH:10][CH:11]=1)[N:8]=[CH:7][C:6]([C:12]([CH:14]1[CH2:16][CH2:15]1)=[O:13])=[C:5]2[NH:17][CH2:18][CH:19]1[CH2:24][CH2:23][N:22]([C:25]([O:27][C:28]([CH3:31])([CH3:30])[CH3:29])=[O:26])[CH2:21][CH2:20]1.[Cl:32][C:33]1[CH:38]=[C:37](B2OC(C)(C)C(C)(C)O2)[CH:36]=[C:35]([O:48][CH3:49])[C:34]=1[OH:50]. No catalyst specified. The product is [Cl:32][C:33]1[CH:38]=[C:37]([C:2]2[CH:3]=[C:4]3[C:9](=[CH:10][CH:11]=2)[N:8]=[CH:7][C:6]([C:12]([CH:14]2[CH2:15][CH2:16]2)=[O:13])=[C:5]3[NH:17][CH2:18][CH:19]2[CH2:20][CH2:21][N:22]([C:25]([O:27][C:28]([CH3:29])([CH3:30])[CH3:31])=[O:26])[CH2:23][CH2:24]2)[CH:36]=[C:35]([O:48][CH3:49])[C:34]=1[OH:50]. The yield is 0.430.